This data is from Reaction yield outcomes from USPTO patents with 853,638 reactions. The task is: Predict the reaction yield, written as a fraction of the theoretical maximum amount of product (1.0 means a 100% yield; for example, 0.34 means a 34% yield). (1) The reactants are [C:1]([C:4]1[S:5][C:6](Cl)=[CH:7][CH:8]=1)(=O)[CH3:2].[Cl:10][C:11]1[S:15][C:14]([C:16]([CH2:18][C:19]#[N:20])=[O:17])=[CH:13][CH:12]=1.C1(=O)CCCCC1.N1CCOCC1.[S]. No catalyst specified. The product is [NH2:20][C:19]1[S:5][C:6]2[CH2:2][CH2:1][CH2:4][CH2:8][C:7]=2[C:18]=1[C:16]([C:14]1[S:15][C:11]([Cl:10])=[CH:12][CH:13]=1)=[O:17]. The yield is 0.760. (2) The reactants are Cl[C:2]1[CH:11]=[CH:10][N:9]=[C:8]2[C:3]=1[CH:4]=[CH:5][C:6]([C:12]([F:15])([F:14])[F:13])=[N:7]2.CC1(C)COB([C:23]2[CH:24]=[C:25]([C:29]3[N:30]=[N:31][N:32]([CH3:34])[N:33]=3)[CH:26]=[CH:27][CH:28]=2)OC1. No catalyst specified. The product is [CH3:34][N:32]1[N:31]=[N:30][C:29]([C:25]2[CH:26]=[C:27]([C:2]3[CH:11]=[CH:10][N:9]=[C:8]4[C:3]=3[CH:4]=[CH:5][C:6]([C:12]([F:15])([F:14])[F:13])=[N:7]4)[CH:28]=[CH:23][CH:24]=2)=[N:33]1. The yield is 0.0700. (3) The reactants are [N:1]1[CH:6]=[CH:5][CH:4]=[CH:3][C:2]=1[CH:7]([OH:9])[CH3:8].C(OC=C)(=O)C.N1C=CC=CC=1[C@H](OC(=O)C)C.C(=O)([O-])[O-].[K+].[K+]. The catalyst is O(C(C)C)C(C)C.CO.O.[Cl-].[Na+].O. The product is [N:1]1[CH:6]=[CH:5][CH:4]=[CH:3][C:2]=1[C@H:7]([OH:9])[CH3:8]. The yield is 0.890. (4) The reactants are O[C:2]1[C:11]2[C:6](=[CH:7][CH:8]=[CH:9][CH:10]=2)[C:5]([N+:12]([O-:14])=[O:13])=[CH:4][N:3]=1.[Cl:15]CCCl.CC(O)C. The catalyst is O=P(Cl)(Cl)Cl. The product is [Cl:15][C:2]1[C:11]2[C:6](=[CH:7][CH:8]=[CH:9][CH:10]=2)[C:5]([N+:12]([O-:14])=[O:13])=[CH:4][N:3]=1. The yield is 0.760. (5) The reactants are FC([I:12])(C1C=CC=CC=1)C(O)=O.[F:13][C:14]1[CH:19]=[C:18](I)[CH:17]=[CH:16][C:15]=1[CH2:21][C:22](O)=O.S(=O)(=O)(O)O.[OH2:30].[CH2:31]([OH:33])[CH3:32]. The catalyst is C1C=CC=CC=1.CCCCCC.C(OCC)(=O)C. The product is [C:31]([O:33][C:19]1[CH:18]=[CH:17][C:16]([I:12])=[C:15]([CH2:21][CH3:22])[C:14]=1[F:13])(=[O:30])[CH3:32]. The yield is 0.730. (6) The reactants are [OH:1][CH2:2][C:3]([OH:5])=O.C1C=CC2N(O)N=NC=2C=1.C(Cl)CCl.[NH2:20][C@H:21]1[C:29]2[C:24](=[C:25]([C:30]3[N:34]=[C:33]([C:35]4[CH:36]=[CH:37][C:38]([O:43][CH:44]([CH3:46])[CH3:45])=[C:39]([CH:42]=4)[C:40]#[N:41])[O:32][N:31]=3)[CH:26]=[CH:27][CH:28]=2)[CH2:23][CH2:22]1. The catalyst is CN(C=O)C.CC(=O)OCC. The product is [C:40]([C:39]1[CH:42]=[C:35]([C:33]2[O:32][N:31]=[C:30]([C:25]3[CH:26]=[CH:27][CH:28]=[C:29]4[C:24]=3[CH2:23][CH2:22][C@H:21]4[NH:20][C:3](=[O:5])[CH2:2][OH:1])[N:34]=2)[CH:36]=[CH:37][C:38]=1[O:43][CH:44]([CH3:46])[CH3:45])#[N:41]. The yield is 0.480. (7) The reactants are [CH:1]([N:4]1[CH2:9][CH2:8][CH:7]([O:10][C:11]2[CH:19]=[CH:18][C:17]3[N:16]4[CH2:20][CH2:21][NH:22][C:23](=[O:24])[C:15]4=[CH:14][C:13]=3[CH:12]=2)[CH2:6][CH2:5]1)([CH3:3])[CH3:2].[H-].[Na+].Br[CH2:28][CH:29]1[CH2:31][CH2:30]1.[Cl-].[NH4+]. The catalyst is CN(C)C=O. The product is [CH:29]1([CH2:28][N:22]2[CH2:21][CH2:20][N:16]3[C:17]4[CH:18]=[CH:19][C:11]([O:10][CH:7]5[CH2:8][CH2:9][N:4]([CH:1]([CH3:3])[CH3:2])[CH2:5][CH2:6]5)=[CH:12][C:13]=4[CH:14]=[C:15]3[C:23]2=[O:24])[CH2:31][CH2:30]1. The yield is 0.380.